Dataset: Full USPTO retrosynthesis dataset with 1.9M reactions from patents (1976-2016). Task: Predict the reactants needed to synthesize the given product. (1) Given the product [F:1][C:2]1[CH:7]=[CH:6][C:5]([N:8]([CH2:23][O:24][CH2:25][CH2:26][Si:27]([CH3:30])([CH3:28])[CH3:29])[C:9]([C:11]2[N:16]=[CH:15][C:14]([CH:17]([CH3:22])[C:18]([O:20][CH3:21])=[O:19])=[CH:13][N:12]=2)=[O:10])=[CH:4][CH:3]=1, predict the reactants needed to synthesize it. The reactants are: [F:1][C:2]1[CH:7]=[CH:6][C:5]([N:8]([CH2:23][O:24][CH2:25][CH2:26][Si:27]([CH3:30])([CH3:29])[CH3:28])[C:9]([C:11]2[N:16]=[CH:15][C:14]([C:17](=[CH2:22])[C:18]([O:20][CH3:21])=[O:19])=[CH:13][N:12]=2)=[O:10])=[CH:4][CH:3]=1.[H][H]. (2) Given the product [Br:38][C:39]1[CH:46]=[CH:45][CH:44]=[CH:43][C:40]=1[CH2:41][N:15]1[C:14]([C:11]([CH3:13])([CH3:12])[CH2:10][CH2:9][OH:8])=[CH:18][N:17]=[CH:16]1, predict the reactants needed to synthesize it. The reactants are: [Si]([O:8][CH2:9][CH2:10][C:11]([C:14]1[N:15]=[CH:16][N:17](C(C2C=CC=CC=2)(C2C=CC=CC=2)C2C=CC=CC=2)[CH:18]=1)([CH3:13])[CH3:12])(C(C)(C)C)(C)C.[Br:38][C:39]1[CH:46]=[CH:45][CH:44]=[CH:43][C:40]=1[CH2:41]Br.C(NCC)C.Cl.O1CCOCC1.C([O-])(O)=O.[Na+]. (3) Given the product [CH:11]1([C:16]2[S:20][C:19]([NH:21][C:4](=[O:6])[C:3]3[CH:7]=[CH:8][CH:9]=[CH:10][C:2]=3[F:1])=[N:18][N:17]=2)[CH2:12][CH2:13][CH2:14][CH2:15]1, predict the reactants needed to synthesize it. The reactants are: [F:1][C:2]1[CH:10]=[CH:9][CH:8]=[CH:7][C:3]=1[C:4]([OH:6])=O.[CH:11]1([C:16]2[S:20][C:19]([NH2:21])=[N:18][N:17]=2)[CH2:15][CH2:14][CH2:13][CH2:12]1.C(Cl)CCl.C1C=NC2N(O)N=NC=2C=1.